From a dataset of Peptide-MHC class I binding affinity with 185,985 pairs from IEDB/IMGT. Regression. Given a peptide amino acid sequence and an MHC pseudo amino acid sequence, predict their binding affinity value. This is MHC class I binding data. (1) The peptide sequence is NVPERQLILR. The MHC is HLA-A33:01 with pseudo-sequence HLA-A33:01. The binding affinity (normalized) is 0.903. (2) The peptide sequence is YLAPSYRNF. The MHC is HLA-A11:01 with pseudo-sequence HLA-A11:01. The binding affinity (normalized) is 0.0847. (3) The peptide sequence is SVKYYGRSTK. The MHC is HLA-A33:01 with pseudo-sequence HLA-A33:01. The binding affinity (normalized) is 0.121. (4) The peptide sequence is YSLLNRKAI. The MHC is HLA-B27:03 with pseudo-sequence HLA-B27:03. The binding affinity (normalized) is 0.0847. (5) The peptide sequence is VYQILQPIL. The MHC is Mamu-A2601 with pseudo-sequence Mamu-A2601. The binding affinity (normalized) is 0.518. (6) The peptide sequence is AVDLSHFLR. The MHC is HLA-A30:01 with pseudo-sequence HLA-A30:01. The binding affinity (normalized) is 0. (7) The peptide sequence is IRHENRMVL. The MHC is HLA-B40:01 with pseudo-sequence HLA-B40:01. The binding affinity (normalized) is 0.0847. (8) The peptide sequence is TKEKAQILY. The MHC is HLA-A01:01 with pseudo-sequence HLA-A01:01. The binding affinity (normalized) is 0.00181. (9) The peptide sequence is LEVKFNAPA. The MHC is HLA-B44:03 with pseudo-sequence HLA-B44:03. The binding affinity (normalized) is 0.196. (10) The peptide sequence is FIIFLFILLL. The MHC is HLA-A02:06 with pseudo-sequence HLA-A02:06. The binding affinity (normalized) is 0.329.